This data is from Reaction yield outcomes from USPTO patents with 853,638 reactions. The task is: Predict the reaction yield, written as a fraction of the theoretical maximum amount of product (1.0 means a 100% yield; for example, 0.34 means a 34% yield). (1) The reactants are [S:1]1[CH:5]=[CH:4][N:3]=[CH:2]1.[Br:6][CH2:7][C:8]([C:10]1[CH:15]=[CH:14][C:13]([N+:16]([O-:18])=[O:17])=[CH:12][CH:11]=1)=[O:9]. The catalyst is C(O)C. The product is [Br-:6].[N+:16]([C:13]1[CH:12]=[CH:11][C:10]([C:8](=[O:9])[CH2:7][C:2]2[S:1][CH:5]=[CH:4][NH+:3]=2)=[CH:15][CH:14]=1)([O-:18])=[O:17]. The yield is 0.710. (2) The reactants are [O:1]=[CH:2][C@@H:3]([C@H:5]([C@H:7]([C@@H:9]([CH2:11][OH:12])[OH:10])[OH:8])[OH:6])[OH:4].[C:13]1(C)[CH:18]=CC(S(O)(=O)=O)=C[CH:14]=1. The catalyst is C(O)C=C. The product is [O:1]([CH2:18][CH:13]=[CH2:14])[C@H:2]1[O:10][C@H:9]([CH2:11][OH:12])[C@H:7]([OH:8])[C@H:5]([OH:6])[C@H:3]1[OH:4]. The yield is 0.880. (3) The reactants are Br[C:2]1[CH:3]=[CH:4][C:5]2[O:9][C:8]([CH2:10][CH2:11][OH:12])=[CH:7][C:6]=2[CH:13]=1.[C:14]([C:16]1[CH:21]=[CH:20][C:19](B(O)O)=[CH:18][CH:17]=1)#[N:15].C1(P(C2CCCCC2)C2C=CC=CC=2C2C=CC=CC=2)CCCCC1.C(=O)([O-])[O-].[Na+].[Na+]. The catalyst is COCCOC.C(OCC)(=O)C.[Pd].C1(P(C2C=CC=CC=2)C2C=CC=CC=2)C=CC=CC=1.C1(P(C2C=CC=CC=2)C2C=CC=CC=2)C=CC=CC=1.C1(P(C2C=CC=CC=2)C2C=CC=CC=2)C=CC=CC=1.C1(P(C2C=CC=CC=2)C2C=CC=CC=2)C=CC=CC=1.O. The product is [OH:12][CH2:11][CH2:10][C:8]1[O:9][C:5]2[CH:4]=[CH:3][C:2]([C:19]3[CH:20]=[CH:21][C:16]([C:14]#[N:15])=[CH:17][CH:18]=3)=[CH:13][C:6]=2[CH:7]=1. The yield is 0.750. (4) The reactants are [Cl:1][C:2]1[N:7]=[C:6](Cl)[CH:5]=[CH:4][N:3]=1.[Cl:9][C:10]1[CH:15]=[CH:14][C:13](B(O)O)=[CH:12][CH:11]=1.C([O-])([O-])=O.[Na+].[Na+]. The catalyst is C(COC)OC.C1C=CC([P]([Pd]([P](C2C=CC=CC=2)(C2C=CC=CC=2)C2C=CC=CC=2)([P](C2C=CC=CC=2)(C2C=CC=CC=2)C2C=CC=CC=2)[P](C2C=CC=CC=2)(C2C=CC=CC=2)C2C=CC=CC=2)(C2C=CC=CC=2)C2C=CC=CC=2)=CC=1. The product is [Cl:1][C:2]1[N:7]=[C:6]([C:13]2[CH:14]=[CH:15][C:10]([Cl:9])=[CH:11][CH:12]=2)[CH:5]=[CH:4][N:3]=1. The yield is 0.400. (5) The reactants are [CH:1]1([N:4]2[C:13]3[C:8](=[CH:9][C:10]([F:17])=[C:11](F)[C:12]=3[O:14][CH3:15])[C:7](=[O:18])[C:6]([C:19]([OH:21])=[O:20])=[CH:5]2)[CH2:3][CH2:2]1.[CH3:22][CH:23]1[CH2:28][NH:27][CH2:26][CH2:25][NH:24]1. The catalyst is CS(C)=O. The product is [CH3:22][CH:23]1[NH:24][CH2:25][CH2:26][N:27]([C:11]2[C:12]([O:14][CH3:15])=[C:13]3[N:4]([CH:1]4[CH2:3][CH2:2]4)[CH:5]=[C:6]([C:19]([OH:21])=[O:20])[C:7](=[O:18])[C:8]3=[CH:9][C:10]=2[F:17])[CH2:28]1. The yield is 0.760.